Dataset: Full USPTO retrosynthesis dataset with 1.9M reactions from patents (1976-2016). Task: Predict the reactants needed to synthesize the given product. (1) Given the product [CH:2]([C:3]1[CH:4]=[C:5]2[C:10](=[CH:11][CH:12]=1)[C:9](=[O:13])[N:8]([CH2:14][CH:15]([CH3:17])[CH3:16])[C:7]([CH2:18][NH:19][C:20](=[O:26])[O:21][C:22]([CH3:25])([CH3:24])[CH3:23])=[C:6]2[C:27]1[CH:28]=[CH:29][CH:30]=[CH:31][CH:32]=1)=[O:1], predict the reactants needed to synthesize it. The reactants are: [OH:1][CH2:2][C:3]1[CH:4]=[C:5]2[C:10](=[CH:11][CH:12]=1)[C:9](=[O:13])[N:8]([CH2:14][CH:15]([CH3:17])[CH3:16])[C:7]([CH2:18][NH:19][C:20](=[O:26])[O:21][C:22]([CH3:25])([CH3:24])[CH3:23])=[C:6]2[C:27]1[CH:32]=[CH:31][CH:30]=[CH:29][CH:28]=1. (2) Given the product [F:22][C:19]1[CH:20]=[CH:21][C:16]([NH:15][C:14]2[C:9]3[C:8]([CH3:32])=[C:7]([C:5]([OH:6])=[O:4])[S:31][C:10]=3[N:11]=[CH:12][N:13]=2)=[C:17]([O:23][C@H:24]2[CH2:29][CH2:28][CH2:27][CH2:26][C@@H:25]2[OH:30])[CH:18]=1, predict the reactants needed to synthesize it. The reactants are: [OH-].[Na+].C[O:4][C:5]([C:7]1[S:31][C:10]2[N:11]=[CH:12][N:13]=[C:14]([NH:15][C:16]3[CH:21]=[CH:20][C:19]([F:22])=[CH:18][C:17]=3[O:23][C@H:24]3[CH2:29][CH2:28][CH2:27][CH2:26][C@@H:25]3[OH:30])[C:9]=2[C:8]=1[CH3:32])=[O:6].Cl. (3) Given the product [C:12]([C:7]1[CH:8]=[C:9]([CH3:11])[CH:10]=[C:5]([C:1]([CH3:2])([CH3:3])[CH3:4])[C:6]=1[O:16][C:17]([C:19]1([CH2:23][CH3:24])[CH2:21][CH2:20]1)=[O:18])([CH3:13])([CH3:14])[CH3:15], predict the reactants needed to synthesize it. The reactants are: [C:1]([C:5]1[CH:10]=[C:9]([CH3:11])[CH:8]=[C:7]([C:12]([CH3:15])([CH3:14])[CH3:13])[C:6]=1[O:16][C:17]([CH:19]1[CH2:21][CH2:20]1)=[O:18])([CH3:4])([CH3:3])[CH3:2].[Li][C:23](C)(C)[CH3:24].C(I)C. (4) Given the product [CH:39]1([C:42]#[C:43][C:2]2[CH:3]=[C:4]3[C@@:15]4([CH2:19][O:18][C:17]([NH2:20])=[N:16]4)[C:14]4[C:9](=[N:10][CH:11]=[C:12]([O:21][CH2:22][C:23]([F:26])([CH3:25])[CH3:24])[CH:13]=4)[O:8][C:5]3=[CH:6][CH:7]=2)[CH2:41][CH2:40]1, predict the reactants needed to synthesize it. The reactants are: Br[C:2]1[CH:3]=[C:4]2[C@@:15]3([CH2:19][O:18][C:17]([NH2:20])=[N:16]3)[C:14]3[C:9](=[N:10][CH:11]=[C:12]([O:21][CH2:22][C:23]([F:26])([CH3:25])[CH3:24])[CH:13]=3)[O:8][C:5]2=[CH:6][CH:7]=1.CN(C=O)C.C(NC(C)C)(C)C.[CH:39]1([C:42]#[CH:43])[CH2:41][CH2:40]1.